The task is: Regression/Classification. Given a drug SMILES string, predict its toxicity properties. Task type varies by dataset: regression for continuous values (e.g., LD50, hERG inhibition percentage) or binary classification for toxic/non-toxic outcomes (e.g., AMES mutagenicity, cardiotoxicity, hepatotoxicity). Dataset: ames.. This data is from Ames mutagenicity test results for genotoxicity prediction. (1) The drug is COc1ccc(/C=C/c2ccc([N+](=O)[O-])cc2)cc1. The result is 1 (mutagenic). (2) The drug is CCCCN(CCCC)N=O. The result is 1 (mutagenic). (3) The result is 0 (non-mutagenic). The drug is NCc1ccc(CN)cc1. (4) The drug is O=Cc1ccccc1Cl. The result is 0 (non-mutagenic).